This data is from Forward reaction prediction with 1.9M reactions from USPTO patents (1976-2016). The task is: Predict the product of the given reaction. (1) The product is: [O:27]1[CH2:28][CH2:29][CH:24]([NH:23][C:20]([C:17]2[S:16][C:15]([CH2:14][CH2:13][C:3]3[C:4]([C:7]4[CH:12]=[CH:11][CH:10]=[CH:9][N:8]=4)=[N:5][O:6][C:2]=3[CH3:1])=[N:19][CH:18]=2)=[O:22])[CH2:25][CH2:26]1. Given the reactants [CH3:1][C:2]1[O:6][N:5]=[C:4]([C:7]2[CH:12]=[CH:11][CH:10]=[CH:9][N:8]=2)[C:3]=1[CH2:13][CH2:14][C:15]1[S:16][C:17]([C:20]([OH:22])=O)=[CH:18][N:19]=1.[NH2:23][CH:24]1[CH2:29][CH2:28][O:27][CH2:26][CH2:25]1, predict the reaction product. (2) Given the reactants [NH:1]1[C:5]2[CH:6]=[CH:7][CH:8]=[CH:9][C:4]=2[N:3]=[N:2]1.[OH-].[Na+].[CH3:12][C:13]1[CH:14]=[C:15]([CH:18]=[CH:19][CH:20]=1)[CH2:16]Br, predict the reaction product. The product is: [CH3:12][C:13]1[CH:14]=[C:15]([CH:18]=[CH:19][CH:20]=1)[CH2:16][N:1]1[C:5]2[CH:6]=[CH:7][CH:8]=[CH:9][C:4]=2[N:3]=[N:2]1. (3) Given the reactants Cl.[CH2:2]([P:4]1(=[O:10])[CH2:9][CH2:8][NH:7][CH2:6][CH2:5]1)[CH3:3].[C:11]([O:15][C:16]([C:18]1[CH:23]=[CH:22][C:21]([CH2:24][C:25](O)=[O:26])=[CH:20][CH:19]=1)=[O:17])([CH3:14])([CH3:13])[CH3:12].C(Cl)CCl.C1C=CC2N(O)N=NC=2C=1.CCN(C(C)C)C(C)C, predict the reaction product. The product is: [CH2:2]([P:4]1(=[O:10])[CH2:9][CH2:8][N:7]([C:25](=[O:26])[CH2:24][C:21]2[CH:20]=[CH:19][C:18]([C:16]([O:15][C:11]([CH3:13])([CH3:14])[CH3:12])=[O:17])=[CH:23][CH:22]=2)[CH2:6][CH2:5]1)[CH3:3]. (4) Given the reactants [Cl:1][C:2]1[N:3]=[C:4]([N:9]2[CH2:14][CH2:13][O:12][CH2:11][CH2:10]2)[S:5][C:6]=1[CH:7]=O.[NH2:15][C:16]1[C:21]([NH2:22])=[C:20]([NH:23][C@@H:24]2[C@@H:29]3[CH2:30][C@@H:26]([CH:27]=[CH:28]3)[C@@H:25]2[C:31]([NH2:33])=[O:32])[C:19]([Cl:34])=[CH:18][N:17]=1.C([O-])(=O)C.[NH4+], predict the reaction product. The product is: [Cl:34][C:19]1[C:20]([NH:23][C@@H:24]2[C@@H:29]3[CH2:30][C@@H:26]([CH:27]=[CH:28]3)[C@@H:25]2[C:31]([NH2:33])=[O:32])=[C:21]2[N:22]=[C:7]([C:6]3[S:5][C:4]([N:9]4[CH2:14][CH2:13][O:12][CH2:11][CH2:10]4)=[N:3][C:2]=3[Cl:1])[NH:15][C:16]2=[N:17][CH:18]=1. (5) Given the reactants Br[C:2]1[C:3]([NH2:8])=[N:4][CH:5]=[CH:6][CH:7]=1.O.CCOC(C)=O.[CH3:16][N:17](C=O)C, predict the reaction product. The product is: [C:16]([C:2]1[C:3]([NH2:8])=[N:4][CH:5]=[CH:6][CH:7]=1)#[N:17]. (6) The product is: [CH3:39][C:38]([CH3:41])([CH3:40])[CH2:37][NH:36][S:33]([C:29]1[CH:28]=[C:27]([NH:26][C:12]([C:11]2[CH:10]=[N:9][N:8]3[C:3]([CH:2]([F:25])[F:1])=[CH:4][C:5]([C:15]4[CH:20]=[CH:19][C:18]([C:21]([F:24])([F:23])[F:22])=[CH:17][CH:16]=4)=[N:6][C:7]=23)=[O:13])[CH:32]=[CH:31][CH:30]=1)(=[O:35])=[O:34]. Given the reactants [F:1][CH:2]([F:25])[C:3]1[N:8]2[N:9]=[CH:10][C:11]([C:12](O)=[O:13])=[C:7]2[N:6]=[C:5]([C:15]2[CH:20]=[CH:19][C:18]([C:21]([F:24])([F:23])[F:22])=[CH:17][CH:16]=2)[CH:4]=1.[NH2:26][C:27]1[CH:28]=[C:29]([S:33]([NH:36][CH2:37][C:38]([CH3:41])([CH3:40])[CH3:39])(=[O:35])=[O:34])[CH:30]=[CH:31][CH:32]=1, predict the reaction product. (7) Given the reactants [OH:1][CH:2]([CH2:6][NH:7][C:8]1[N:13]=[C:12]([NH:14][C:15]2[N:20]=[CH:19][C:18]3[N:21]=[C:22]([CH3:27])[N:23]([CH:24]([CH3:26])[CH3:25])[C:17]=3[CH:16]=2)[CH:11]=[CH:10][N:9]=1)[C:3]([OH:5])=O.[NH4+].[N:29]1(O)C2C=CC=CC=2N=N1.C(N(CC)C(C)C)(C)C.Cl.CN(C)CCCN=C=NCC, predict the reaction product. The product is: [OH:1][CH:2]([CH2:6][NH:7][C:8]1[N:13]=[C:12]([NH:14][C:15]2[N:20]=[CH:19][C:18]3[N:21]=[C:22]([CH3:27])[N:23]([CH:24]([CH3:26])[CH3:25])[C:17]=3[CH:16]=2)[CH:11]=[CH:10][N:9]=1)[C:3]([NH2:29])=[O:5]. (8) Given the reactants C([O:4][CH2:5][C:6]([CH3:48])([CH3:47])[CH2:7][N:8]1[C:14]2[CH:15]=[CH:16][C:17]([Cl:19])=[CH:18][C:13]=2[C@@H:12]([C:20]2[CH:25]=[CH:24][CH:23]=[C:22]([O:26][CH3:27])[C:21]=2[O:28][CH3:29])[O:11][C@H:10]([CH2:30][C:31]([NH:33][C:34]2[S:35][C:36]([CH2:39][CH2:40][C:41]([O:43]CC)=[O:42])=[CH:37][N:38]=2)=[O:32])[C:9]1=[O:46])(=O)C.[OH-].[Na+].Cl, predict the reaction product. The product is: [Cl:19][C:17]1[CH:16]=[CH:15][C:14]2[N:8]([CH2:7][C:6]([CH3:47])([CH3:48])[CH2:5][OH:4])[C:9](=[O:46])[C@@H:10]([CH2:30][C:31]([NH:33][C:34]3[S:35][C:36]([CH2:39][CH2:40][C:41]([OH:43])=[O:42])=[CH:37][N:38]=3)=[O:32])[O:11][C@H:12]([C:20]3[CH:25]=[CH:24][CH:23]=[C:22]([O:26][CH3:27])[C:21]=3[O:28][CH3:29])[C:13]=2[CH:18]=1.